Dataset: Full USPTO retrosynthesis dataset with 1.9M reactions from patents (1976-2016). Task: Predict the reactants needed to synthesize the given product. (1) Given the product [CH2:30]([NH:31][C:2]1[N:6]([CH2:7][C:8]2[CH:13]=[CH:12][C:11]([O:14][CH3:15])=[CH:10][CH:9]=2)[N:5]=[CH:4][C:3]=1[C:16]([N:18]([O:20][CH3:21])[CH3:19])=[O:17])[C:24]1[CH:29]=[CH:28][CH:27]=[CH:26][CH:25]=1, predict the reactants needed to synthesize it. The reactants are: Br[C:2]1[N:6]([CH2:7][C:8]2[CH:13]=[CH:12][C:11]([O:14][CH3:15])=[CH:10][CH:9]=2)[N:5]=[CH:4][C:3]=1[C:16]([N:18]([O:20][CH3:21])[CH3:19])=[O:17].N#N.[C:24]1([CH2:30][NH2:31])[CH:29]=[CH:28][CH:27]=[CH:26][CH:25]=1.C([O-])([O-])=O.[Cs+].[Cs+].CC1(C)C2C(=C(P(C3C=CC=CC=3)C3C=CC=CC=3)C=CC=2)OC2C(P(C3C=CC=CC=3)C3C=CC=CC=3)=CC=CC1=2. (2) The reactants are: [Cl:1][C:2]1[CH:7]=[CH:6][C:5]([CH2:8][C@@H:9]([NH:30][C:31]([CH:33]2[CH2:36][N:35](C(OC(C)(C)C)=O)[CH2:34]2)=[O:32])[C:10](=[O:29])[N:11]2[CH2:16][CH2:15][CH:14]([C:17]3[CH:22]=[CH:21][CH:20]=[CH:19][C:18]=3[N:23]3[CH:27]=[CH:26][NH:25][C:24]3=[O:28])[CH2:13][CH2:12]2)=[CH:4][CH:3]=1.Cl. Given the product [Cl:1][C:2]1[CH:3]=[CH:4][C:5]([CH2:8][C@@H:9]([NH:30][C:31]([CH:33]2[CH2:34][NH:35][CH2:36]2)=[O:32])[C:10](=[O:29])[N:11]2[CH2:16][CH2:15][CH:14]([C:17]3[CH:22]=[CH:21][CH:20]=[CH:19][C:18]=3[N:23]3[CH:27]=[CH:26][NH:25][C:24]3=[O:28])[CH2:13][CH2:12]2)=[CH:6][CH:7]=1, predict the reactants needed to synthesize it. (3) Given the product [Cl:17][C:15]1[CH:14]=[C:13]([S:18]([NH:1][C:2]2[CH:3]=[N:4][CH:5]=[C:6]([Cl:9])[C:7]=2[OH:8])(=[O:19])=[O:20])[CH:12]=[C:11]([Cl:10])[CH:16]=1, predict the reactants needed to synthesize it. The reactants are: [NH2:1][C:2]1[CH:3]=[N:4][CH:5]=[C:6]([Cl:9])[C:7]=1[OH:8].[Cl:10][C:11]1[CH:12]=[C:13]([S:18](Cl)(=[O:20])=[O:19])[CH:14]=[C:15]([Cl:17])[CH:16]=1. (4) Given the product [Br:1][C:2]1[CH:10]=[CH:9][CH:8]=[C:7]2[C:3]=1[CH:4]=[CH:5][N:6]2[S:18]([C:13]1[CH:14]=[CH:15][CH:16]=[CH:17][C:12]=1[CH3:11])(=[O:20])=[O:19], predict the reactants needed to synthesize it. The reactants are: [Br:1][C:2]1[CH:10]=[CH:9][CH:8]=[C:7]2[C:3]=1[CH:4]=[CH:5][NH:6]2.[CH3:11][C:12]1[CH:17]=[CH:16][CH:15]=[CH:14][C:13]=1[S:18](Cl)(=[O:20])=[O:19]. (5) Given the product [CH2:18]([N:8]([CH2:1][C:2]1[CH:7]=[CH:6][CH:5]=[CH:4][CH:3]=1)[CH2:9][C:10]([F:17])([F:16])[CH2:11][OH:12])[C:19]1[CH:20]=[CH:21][CH:22]=[CH:23][CH:24]=1, predict the reactants needed to synthesize it. The reactants are: [CH2:1]([N:8]([CH2:18][C:19]1[CH:24]=[CH:23][CH:22]=[CH:21][CH:20]=1)[CH2:9][C:10]([F:17])([F:16])[C:11](OCC)=[O:12])[C:2]1[CH:7]=[CH:6][CH:5]=[CH:4][CH:3]=1.CC(C[AlH]CC(C)C)C. (6) Given the product [CH3:16][O:15][C:10]1[CH:11]=[C:12]2[C:7](=[CH:8][CH:9]=1)[C:6]1=[CH:17][C:2]([NH:19][C:20]3[CH:21]=[C:22]([S:26]([NH2:29])(=[O:27])=[O:28])[CH:23]=[CH:24][CH:25]=3)=[N:3][C:4](=[O:18])[N:5]1[CH2:14][CH2:13]2, predict the reactants needed to synthesize it. The reactants are: Cl[C:2]1[CH:17]=[C:6]2[C:7]3[C:12]([CH2:13][CH2:14][N:5]2[C:4](=[O:18])[N:3]=1)=[CH:11][C:10]([O:15][CH3:16])=[CH:9][CH:8]=3.[NH2:19][C:20]1[CH:21]=[C:22]([S:26]([NH2:29])(=[O:28])=[O:27])[CH:23]=[CH:24][CH:25]=1.